Task: Predict the reaction yield, written as a fraction of the theoretical maximum amount of product (1.0 means a 100% yield; for example, 0.34 means a 34% yield).. Dataset: Reaction yield outcomes from USPTO patents with 853,638 reactions (1) The reactants are [CH2:1]([C:5]1[N:6]=[C:7]([CH3:27])[NH:8][C:9](=[O:26])[C:10]=1[CH2:11][C:12]1[CH:17]=[CH:16][C:15]([C:18]2[C:19]([C:24]#[N:25])=[CH:20][CH:21]=[CH:22][CH:23]=2)=[CH:14][CH:13]=1)[CH2:2][CH2:3][CH3:4].[CH3:28][C:29]1([CH3:42])[CH2:38][CH2:37][C:36]2[C:31](=[CH:32][CH:33]=[C:34](B(O)O)[CH:35]=2)[O:30]1.[N:43]1C=CC=CC=1.C(N(CC)CC)C.[C:56]([O:59]CC)(=[O:58])C. The catalyst is C([O-])(=O)C.[Cu+2].C([O-])(=O)C.ClCCl. The product is [CH2:1]([C:5]1[N:6]=[C:7]([CH3:27])[N:8]([C:34]2[CH:35]=[C:36]3[C:31](=[CH:32][CH:33]=2)[O:30][C:29]([CH3:42])([CH3:28])[CH2:38][CH2:37]3)[C:9](=[O:26])[C:10]=1[CH2:11][C:12]1[CH:17]=[CH:16][C:15]([C:18]2[CH:23]=[CH:22][CH:21]=[CH:20][C:19]=2[C:24]2[NH:43][C:56](=[O:58])[O:59][N:25]=2)=[CH:14][CH:13]=1)[CH2:2][CH2:3][CH3:4]. The yield is 0.800. (2) The reactants are [C:1]([O:5][C:6]([N:8]1[CH2:13][CH2:12][NH:11][CH2:10][CH2:9]1)=[O:7])([CH3:4])([CH3:3])[CH3:2].Br[CH2:15][CH2:16][CH2:17][Cl:18].C(N(CC)CC)C. The catalyst is C(#N)C. The product is [Cl:18][CH2:17][CH2:16][CH2:15][N:11]1[CH2:12][CH2:13][N:8]([C:6]([O:5][C:1]([CH3:4])([CH3:2])[CH3:3])=[O:7])[CH2:9][CH2:10]1. The yield is 0.520. (3) The reactants are [C:1]([O:5][C:6](=[O:22])[NH:7][CH2:8][CH2:9][O:10][N:11]1C(=O)C2C(=CC=CC=2)C1=O)([CH3:4])([CH3:3])[CH3:2].CNN. The catalyst is C(Cl)Cl. The product is [C:1]([O:5][C:6](=[O:22])[NH:7][CH2:8][CH2:9][O:10][NH2:11])([CH3:4])([CH3:2])[CH3:3]. The yield is 1.02. (4) The catalyst is CN(C=O)C. The product is [Cl:3][C:4]1[CH:5]=[C:6]([CH:25]([CH2:34][CH:31]2[CH2:33][CH2:32]2)[C:26]([O:28][CH2:29][CH3:30])=[O:27])[CH:7]=[C:8]([C:15]2[CH:16]=[CH:17][C:18]([C:21]([F:24])([F:22])[F:23])=[CH:19][CH:20]=2)[C:9]=1[O:10][CH2:11][CH:12]1[CH2:13][CH2:14]1. The yield is 0.620. The reactants are [H-].[Na+].[Cl:3][C:4]1[CH:5]=[C:6]([CH2:25][C:26]([O:28][CH2:29][CH3:30])=[O:27])[CH:7]=[C:8]([C:15]2[CH:20]=[CH:19][C:18]([C:21]([F:24])([F:23])[F:22])=[CH:17][CH:16]=2)[C:9]=1[O:10][CH2:11][CH:12]1[CH2:14][CH2:13]1.[CH:31]1([CH2:34]Br)[CH2:33][CH2:32]1. (5) The catalyst is C(Cl)Cl. The reactants are [Cl:1][C:2]1[CH:7]=[C:6]([F:8])[CH:5]=[C:4]([Cl:9])[C:3]=1[N:10]1[CH:18]=[C:13]2[CH:14]=[N:15][CH:16]=[CH:17][C:12]2=[N:11]1.C1C=C(Cl)C=C(C(OO)=[O:27])C=1.S([O-])([O-])(=O)=S.[Na+].[Na+]. The yield is 0.830. The product is [Cl:1][C:2]1[CH:7]=[C:6]([F:8])[CH:5]=[C:4]([Cl:9])[C:3]=1[N:10]1[CH:18]=[C:13]2[CH:14]=[N+:15]([O-:27])[CH:16]=[CH:17][C:12]2=[N:11]1.